Dataset: Forward reaction prediction with 1.9M reactions from USPTO patents (1976-2016). Task: Predict the product of the given reaction. (1) Given the reactants [F:1][C:2]1[CH:7]=[CH:6][CH:5]=[CH:4][C:3]=1[C@H:8]1[CH2:17][CH2:16][CH2:15][C@@H:14]2[N:9]1[C:10](=[O:19])[CH:11](I)[CH2:12][CH2:13]2.[P:20]([O:27]CC)([O:24][CH2:25][CH3:26])[O:21][CH2:22][CH3:23], predict the reaction product. The product is: [F:1][C:2]1[CH:7]=[CH:6][CH:5]=[CH:4][C:3]=1[C@@H:8]1[CH2:17][CH2:16][CH2:15][C@H:14]2[N:9]1[C:10](=[O:19])[CH:11]([P:20](=[O:27])([O:24][CH2:25][CH3:26])[O:21][CH2:22][CH3:23])[CH2:12][CH2:13]2. (2) The product is: [NH2:22][C:20]1[N:21]=[C:16]([C:3]2[CH:8]=[CH:7][C:6](/[CH:9]=[CH:10]/[C:11]([OH:13])=[O:12])=[CH:5][CH:4]=2)[CH:17]=[C:18]([NH:23][CH3:24])[N:19]=1. Given the reactants OB(O)[C:3]1[CH:8]=[CH:7][C:6](/[CH:9]=[CH:10]/[C:11]([OH:13])=[O:12])=[CH:5][CH:4]=1.I[C:16]1[N:21]=[C:20]([NH2:22])[N:19]=[C:18]([NH:23][CH3:24])[CH:17]=1, predict the reaction product. (3) Given the reactants [CH3:1][N:2]([CH3:52])[CH2:3][C:4]([N:6]1[C:14]2[C:9](=[CH:10][C:11]([O:50][CH3:51])=[C:12]([NH:15][C:16]3[N:17]=[C:18]([NH:35][C:36]4[C:41]([C:42]([NH:44][CH:45]([CH3:47])[CH3:46])=[O:43])=[C:40]([F:48])[C:39]([F:49])=[CH:38][CH:37]=4)[C:19]4[CH:24]=[CH:23][N:22](S(C5C=CC(C)=CC=5)(=O)=O)[C:20]=4[N:21]=3)[CH:13]=2)[CH2:8][CH2:7]1)=[O:5].O.[OH-].[Na+], predict the reaction product. The product is: [CH3:52][N:2]([CH3:1])[CH2:3][C:4]([N:6]1[C:14]2[C:9](=[CH:10][C:11]([O:50][CH3:51])=[C:12]([NH:15][C:16]3[NH:21][C:20]4=[N:22][CH:23]=[CH:24][C:19]4=[C:18]([NH:35][C:36]4[C:41]([C:42]([NH:44][CH:45]([CH3:47])[CH3:46])=[O:43])=[C:40]([F:48])[C:39]([F:49])=[CH:38][CH:37]=4)[N:17]=3)[CH:13]=2)[CH2:8][CH2:7]1)=[O:5]. (4) Given the reactants [Cl:1][C:2]1[CH:7]=[CH:6][CH:5]=[C:4]([Cl:8])[C:3]=1[CH2:9][S:10]([C:13]1[CH:14]=[C:15]2[C:19](=[CH:20][CH:21]=1)[NH:18][C:17](=[O:22])/[C:16]/2=[CH:23]\[C:24]1[NH:28][C:27]([CH3:29])=[C:26]([CH2:30][C:31](O)=[O:32])[C:25]=1[CH3:34])(=[O:12])=[O:11].C1C=CC2N(O)N=NC=2C=1.CCN=C=NCCCN(C)C.Cl.[NH2:57][CH2:58][CH2:59][N:60]1[CH2:65][CH2:64][NH:63][C:62](=[O:66])[CH2:61]1, predict the reaction product. The product is: [Cl:8][C:4]1[CH:5]=[CH:6][CH:7]=[C:2]([Cl:1])[C:3]=1[CH2:9][S:10]([C:13]1[CH:14]=[C:15]2[C:19](=[CH:20][CH:21]=1)[NH:18][C:17](=[O:22])/[C:16]/2=[CH:23]\[C:24]1[NH:28][C:27]([CH3:29])=[C:26]([CH2:30][C:31]([NH:57][CH2:58][CH2:59][N:60]2[CH2:65][CH2:64][NH:63][C:62](=[O:66])[CH2:61]2)=[O:32])[C:25]=1[CH3:34])(=[O:12])=[O:11]. (5) Given the reactants [CH3:1][O:2][C:3](=[O:12])[C:4]1[CH:9]=[C:8](N)[CH:7]=[CH:6][C:5]=1[Br:11].[CH2:13]=O.[BH3-][C:16]#[N:17].[Na+], predict the reaction product. The product is: [Br:11][C:5]1[CH:6]=[CH:7][C:8]([N:17]([CH3:16])[CH3:13])=[CH:9][C:4]=1[C:3]([O:2][CH3:1])=[O:12]. (6) Given the reactants [N:1]1([C:13]([O:15][CH2:16][C:17]2[CH:22]=[CH:21][CH:20]=[CH:19][CH:18]=2)=[O:14])[CH2:7][CH2:6][CH:5]=[C:4]([C:8]([O:10][CH2:11][CH3:12])=[O:9])[CH2:3][CH2:2]1.CCN(C(C)C)C(C)C.ClC(OCC1C=CC=CC=1)=O, predict the reaction product. The product is: [N:1]1([C:13]([O:15][CH2:16][C:17]2[CH:18]=[CH:19][CH:20]=[CH:21][CH:22]=2)=[O:14])[CH2:7][CH2:6][CH2:5][CH:4]([C:8]([O:10][CH2:11][CH3:12])=[O:9])[CH2:3][CH2:2]1.